Dataset: Forward reaction prediction with 1.9M reactions from USPTO patents (1976-2016). Task: Predict the product of the given reaction. (1) Given the reactants [NH2:1][C:2]1[CH:7]=[CH:6][C:5]([N:8]2[CH2:13][CH2:12][CH:11]([C:14]3[O:18][C:17](=[O:19])[N:16]([CH2:20][C:21]4[CH:26]=[CH:25][CH:24]=[CH:23][CH:22]=4)[N:15]=3)[CH2:10][CH2:9]2)=[C:4]([F:27])[CH:3]=1.[N+:28]([C:31]1[O:35][C:34]([CH:36]=O)=[CH:33][CH:32]=1)([O-:30])=[O:29], predict the reaction product. The product is: [CH2:20]([N:16]1[N:15]=[C:14]([CH:11]2[CH2:10][CH2:9][N:8]([C:5]3[CH:6]=[CH:7][C:2](/[N:1]=[CH:36]/[C:34]4[O:35][C:31]([N+:28]([O-:30])=[O:29])=[CH:32][CH:33]=4)=[CH:3][C:4]=3[F:27])[CH2:13][CH2:12]2)[O:18][C:17]1=[O:19])[C:21]1[CH:26]=[CH:25][CH:24]=[CH:23][CH:22]=1. (2) Given the reactants [NH2:1][C:2]1[C:7]([C:8]([O:10]CC)=[O:9])=[C:6]([C:13]2[CH:18]=[C:17]([O:19][CH3:20])[CH:16]=[C:15]([O:21][CH3:22])[CH:14]=2)[C:5]([C:23]2[C:28]([F:29])=[CH:27][C:26]([F:30])=[CH:25][C:24]=2[F:31])=[C:4]([CH3:32])[N:3]=1.[OH-].[Na+], predict the reaction product. The product is: [NH2:1][C:2]1[C:7]([C:8]([OH:10])=[O:9])=[C:6]([C:13]2[CH:18]=[C:17]([O:19][CH3:20])[CH:16]=[C:15]([O:21][CH3:22])[CH:14]=2)[C:5]([C:23]2[C:28]([F:29])=[CH:27][C:26]([F:30])=[CH:25][C:24]=2[F:31])=[C:4]([CH3:32])[N:3]=1. (3) Given the reactants [NH2:1][CH:2]1[CH2:7][CH2:6][N:5]([C:8]([O:10][C:11]([CH3:14])([CH3:13])[CH3:12])=[O:9])[CH2:4][CH2:3]1.[S:15]1[CH:19]=[CH:18][C:17]([CH:20]=O)=[CH:16]1, predict the reaction product. The product is: [C:11]([O:10][C:8]([N:5]1[CH2:4][CH2:3][CH:2]([NH:1][CH2:20][C:17]2[CH:18]=[CH:19][S:15][CH:16]=2)[CH2:7][CH2:6]1)=[O:9])([CH3:14])([CH3:13])[CH3:12]. (4) Given the reactants [C:1]1([CH:7]2[CH2:12][CH2:11][N:10]([CH2:13][CH2:14][C:15]#[N:16])[CH2:9][CH2:8]2)[CH:6]=[CH:5][CH:4]=[CH:3][CH:2]=1.Cl.[OH-].[Na+], predict the reaction product. The product is: [C:1]1([CH:7]2[CH2:8][CH2:9][N:10]([CH2:13][CH2:14][CH2:15][NH2:16])[CH2:11][CH2:12]2)[CH:2]=[CH:3][CH:4]=[CH:5][CH:6]=1. (5) The product is: [Cl:23][C:22]1[C:17]([NH:16][CH2:15][C:12]2[N:13]=[CH:14][C:9]([OH:8])=[C:10]([O:27][CH3:28])[C:11]=2[CH3:26])=[N:18][C:19]([CH3:25])=[N:20][C:21]=1[CH3:24]. Given the reactants C([O:8][C:9]1[C:10]([O:27][CH3:28])=[C:11]([CH3:26])[C:12]([CH2:15][NH:16][C:17]2[C:22]([Cl:23])=[C:21]([CH3:24])[N:20]=[C:19]([CH3:25])[N:18]=2)=[N:13][CH:14]=1)C1C=CC=CC=1.Cl.[OH-].[Na+], predict the reaction product. (6) Given the reactants [O:1]=[C:2]([N:12]1[CH2:16][CH2:15][CH2:14][CH2:13]1)[CH2:3][C:4]1[CH:11]=[CH:10][C:7]([C:8]#[N:9])=[CH:6][CH:5]=1.[C:17]([O:21][C:22](O[C:22]([O:21][C:17]([CH3:20])([CH3:19])[CH3:18])=[O:23])=[O:23])([CH3:20])([CH3:19])[CH3:18], predict the reaction product. The product is: [C:17]([O:21][C:22]([NH:9][CH2:8][C:7]1[CH:10]=[CH:11][C:4]([CH2:3][C:2](=[O:1])[N:12]2[CH2:16][CH2:15][CH2:14][CH2:13]2)=[CH:5][CH:6]=1)=[O:23])([CH3:20])([CH3:19])[CH3:18]. (7) Given the reactants [Br:1][C:2]1[CH:3]=[C:4]2[C:8](=[CH:9][C:10]=1[O:11][CH3:12])[C:7](=[O:13])/[C:6](=[CH:14]/[C:15]1[CH:20]=[CH:19][C:18]([S:21][C:22]([F:25])([F:24])[F:23])=[CH:17][CH:16]=1)/[CH2:5]2, predict the reaction product. The product is: [Br:1][C:2]1[CH:3]=[C:4]2[C:8](=[CH:9][C:10]=1[O:11][CH3:12])[C:7](=[O:13])[CH:6]([CH2:14][C:15]1[CH:20]=[CH:19][C:18]([S:21][C:22]([F:24])([F:23])[F:25])=[CH:17][CH:16]=1)[CH2:5]2.